Dataset: Peptide-MHC class I binding affinity with 185,985 pairs from IEDB/IMGT. Task: Regression. Given a peptide amino acid sequence and an MHC pseudo amino acid sequence, predict their binding affinity value. This is MHC class I binding data. The peptide sequence is CTDPYSQMV. The MHC is HLA-B46:01 with pseudo-sequence HLA-B46:01. The binding affinity (normalized) is 0.0847.